This data is from Buchwald-Hartwig C-N cross coupling reaction yields with 55,370 reactions. The task is: Predict the reaction yield, written as a fraction of the theoretical maximum amount of product (1.0 means a 100% yield; for example, 0.34 means a 34% yield). (1) The reactants are Clc1ccccn1.Cc1ccc(N)cc1.O=S(=O)(O[Pd]1c2ccccc2-c2ccccc2N~1)C(F)(F)F.CC(C)c1cc(C(C)C)c(-c2ccccc2P(C2CCCCC2)C2CCCCC2)c(C(C)C)c1.CN1CCCN2CCCN=C12.COC(=O)c1cc(-c2cccs2)on1. No catalyst specified. The product is Cc1ccc(Nc2ccccn2)cc1. The yield is 0.247. (2) The reactants are Ic1cccnc1.Cc1ccc(N)cc1.O=S(=O)(O[Pd]1c2ccccc2-c2ccccc2N~1)C(F)(F)F.COc1ccc(OC)c(P([C@]23C[C@H]4C[C@H](C[C@H](C4)C2)C3)[C@]23C[C@H]4C[C@H](C[C@H](C4)C2)C3)c1-c1c(C(C)C)cc(C(C)C)cc1C(C)C.CN(C)C(=NC(C)(C)C)N(C)C.Fc1cccc(F)c1-c1ccno1. No catalyst specified. The product is Cc1ccc(Nc2cccnc2)cc1. The yield is 0.566. (3) The reactants are COc1ccc(Br)cc1.Cc1ccc(N)cc1.O=S(=O)(O[Pd]1c2ccccc2-c2ccccc2N~1)C(F)(F)F.CC(C)c1cc(C(C)C)c(-c2ccccc2P(C(C)(C)C)C(C)(C)C)c(C(C)C)c1.CN(C)C(=NC(C)(C)C)N(C)C.COC(=O)c1cc(-c2ccco2)on1. No catalyst specified. The product is COc1ccc(Nc2ccc(C)cc2)cc1. The yield is 0.387.